This data is from NCI-60 drug combinations with 297,098 pairs across 59 cell lines. The task is: Regression. Given two drug SMILES strings and cell line genomic features, predict the synergy score measuring deviation from expected non-interaction effect. (1) Drug 1: C1=C(C(=O)NC(=O)N1)F. Drug 2: CC1=C2C(C(=O)C3(C(CC4C(C3C(C(C2(C)C)(CC1OC(=O)C(C(C5=CC=CC=C5)NC(=O)C6=CC=CC=C6)O)O)OC(=O)C7=CC=CC=C7)(CO4)OC(=O)C)O)C)OC(=O)C. Cell line: SK-MEL-28. Synergy scores: CSS=47.2, Synergy_ZIP=4.39, Synergy_Bliss=4.85, Synergy_Loewe=8.25, Synergy_HSA=10.7. (2) Drug 1: CS(=O)(=O)C1=CC(=C(C=C1)C(=O)NC2=CC(=C(C=C2)Cl)C3=CC=CC=N3)Cl. Drug 2: C(CC(=O)O)C(=O)CN.Cl. Cell line: OVCAR-5. Synergy scores: CSS=17.1, Synergy_ZIP=-5.89, Synergy_Bliss=-0.757, Synergy_Loewe=-0.644, Synergy_HSA=-0.146. (3) Drug 1: C1=CC(=CC=C1C#N)C(C2=CC=C(C=C2)C#N)N3C=NC=N3. Drug 2: CC1=C(C=C(C=C1)C(=O)NC2=CC(=CC(=C2)C(F)(F)F)N3C=C(N=C3)C)NC4=NC=CC(=N4)C5=CN=CC=C5. Cell line: T-47D. Synergy scores: CSS=-1.79, Synergy_ZIP=5.25, Synergy_Bliss=-0.334, Synergy_Loewe=-4.30, Synergy_HSA=-4.03. (4) Drug 1: CC(C)(C#N)C1=CC(=CC(=C1)CN2C=NC=N2)C(C)(C)C#N. Drug 2: CN(C(=O)NC(C=O)C(C(C(CO)O)O)O)N=O. Cell line: SR. Synergy scores: CSS=24.0, Synergy_ZIP=-6.20, Synergy_Bliss=-5.90, Synergy_Loewe=-5.95, Synergy_HSA=-5.86. (5) Drug 1: CCCCCOC(=O)NC1=NC(=O)N(C=C1F)C2C(C(C(O2)C)O)O. Drug 2: B(C(CC(C)C)NC(=O)C(CC1=CC=CC=C1)NC(=O)C2=NC=CN=C2)(O)O. Cell line: HCC-2998. Synergy scores: CSS=24.6, Synergy_ZIP=3.02, Synergy_Bliss=5.64, Synergy_Loewe=-40.9, Synergy_HSA=-3.79. (6) Drug 1: C1C(C(OC1N2C=NC3=C2NC=NCC3O)CO)O. Drug 2: C(CCl)NC(=O)N(CCCl)N=O. Cell line: NCI-H226. Synergy scores: CSS=2.61, Synergy_ZIP=-1.96, Synergy_Bliss=-1.37, Synergy_Loewe=-1.07, Synergy_HSA=-0.742.